This data is from Reaction yield outcomes from USPTO patents with 853,638 reactions. The task is: Predict the reaction yield, written as a fraction of the theoretical maximum amount of product (1.0 means a 100% yield; for example, 0.34 means a 34% yield). (1) The reactants are [Br:1][C:2]1[CH:3]=[C:4]([S:9](Cl)(=[O:11])=[O:10])[CH:5]=[CH:6][C:7]=1[F:8].[CH3:13][N:14]([CH3:20])[CH:15]1[CH2:19][CH2:18][NH:17][CH2:16]1. The catalyst is O1CCCC1. The product is [Br:1][C:2]1[CH:3]=[C:4]([S:9]([N:17]2[CH2:18][CH2:19][CH:15]([N:14]([CH3:20])[CH3:13])[CH2:16]2)(=[O:11])=[O:10])[CH:5]=[CH:6][C:7]=1[F:8]. The yield is 0.690. (2) The reactants are [C:12]([O:11][C:9](O[C:9]([O:11][C:12]([CH3:15])([CH3:14])[CH3:13])=[O:10])=[O:10])([CH3:15])([CH3:14])[CH3:13].[NH2:16][CH2:17][CH2:18][O:19][CH2:20][CH2:21][O:22][CH2:23][CH2:24][NH2:25].CCOC(C)=O. The catalyst is C(Cl)Cl. The product is [NH2:16][CH2:17][CH2:18][O:19][CH2:20][CH2:21][O:22][CH2:23][CH2:24][NH:25][C:9](=[O:10])[O:11][C:12]([CH3:13])([CH3:14])[CH3:15]. The yield is 0.560. (3) The reactants are [O:1]=[C:2]([C:26]1[CH:31]=[CH:30][C:29]([C:32]([CH3:36])([CH3:35])[CH2:33][OH:34])=[CH:28][CH:27]=1)[CH2:3][CH2:4][CH2:5][N:6]1[CH2:11][CH2:10][CH:9]([C:12]([OH:25])([C:19]2[CH:24]=[CH:23][CH:22]=[CH:21][CH:20]=2)[C:13]2[CH:18]=[CH:17][CH:16]=[CH:15][CH:14]=2)[CH2:8][CH2:7]1.[BH4-].[Na+].Cl. The catalyst is CO.O. The product is [OH:1][CH:2]([C:26]1[CH:27]=[CH:28][C:29]([C:32]([CH3:36])([CH3:35])[CH2:33][OH:34])=[CH:30][CH:31]=1)[CH2:3][CH2:4][CH2:5][N:6]1[CH2:11][CH2:10][CH:9]([C:12]([OH:25])([C:13]2[CH:14]=[CH:15][CH:16]=[CH:17][CH:18]=2)[C:19]2[CH:24]=[CH:23][CH:22]=[CH:21][CH:20]=2)[CH2:8][CH2:7]1. The yield is 0.790. (4) The reactants are [C:1](O)(=O)[CH3:2].[NH:5]1[CH2:15][CH2:14][CH:8]([C:9]([O:11][CH2:12][CH3:13])=[O:10])[CH2:7][CH2:6]1.C(O[BH-](O[C:26](=[O:28])[CH3:27])OC(=O)C)(=O)C.[Na+].[C:30](=[O:33])(O)[O-].[Na+]. The catalyst is ClCCl. The product is [CH2:12]([O:11][C:9]([CH:8]1[CH2:7][CH2:6][N:5]([CH:2]2[CH2:1][CH2:15][N:5]([C:30]([O:28][CH2:26][CH3:27])=[O:33])[CH2:6][CH2:7]2)[CH2:15][CH2:14]1)=[O:10])[CH3:13]. The yield is 0.963. (5) The yield is 0.773. The product is [CH3:13][O:12][C:10](=[O:11])[C@H:9]([CH2:14][CH2:15][CH2:16][C:17]([CH3:22])([CH3:18])[NH2:19])[NH:8][C:6]([O:5][C:1]([CH3:4])([CH3:2])[CH3:3])=[O:7]. The catalyst is CO.O.[C].[Pd]. The reactants are [C:1]([O:5][C:6]([NH:8][C@@H:9]([CH2:14][CH2:15][CH2:16][C:17]([CH3:22])([N+:19]([O-])=O)[CH3:18])[C:10]([O:12][CH3:13])=[O:11])=[O:7])([CH3:4])([CH3:3])[CH3:2].[H][H]. (6) The reactants are Br[C:2]1[N:7]=[N:6][C:5]([NH2:8])=[N:4][C:3]=1[C:9]1[CH:14]=[CH:13][CH:12]=[CH:11][CH:10]=1.[CH:15]([O:18][C:19]1[CH:20]=[C:21](B2OC(C)(C)C(C)(C)O2)[CH:22]=[CH:23][C:24]=1[OH:25])([CH3:17])[CH3:16]. No catalyst specified. The product is [NH2:8][C:5]1[N:6]=[N:7][C:2]([C:21]2[CH:22]=[CH:23][C:24]([OH:25])=[C:19]([O:18][CH:15]([CH3:17])[CH3:16])[CH:20]=2)=[C:3]([C:9]2[CH:14]=[CH:13][CH:12]=[CH:11][CH:10]=2)[N:4]=1. The yield is 0.180.